From a dataset of Forward reaction prediction with 1.9M reactions from USPTO patents (1976-2016). Predict the product of the given reaction. (1) Given the reactants [Cl:1][P:2](Cl)[O:3][CH2:4][CH2:5][C:6]#[N:7].[CH:9]([N:12]([CH:15]([CH3:17])[CH3:16])CC)([CH3:11])[CH3:10].C(NC(C)C)(C)C, predict the reaction product. The product is: [CH:9]([N:12]([P:2]([Cl:1])[O:3][CH2:4][CH2:5][C:6]#[N:7])[CH:15]([CH3:17])[CH3:16])([CH3:11])[CH3:10]. (2) Given the reactants Cl[C:2]1[N:11]=[C:10]([C:12]2[CH:17]=[CH:16][C:15]([N:18]3[CH2:23][CH2:22][O:21][CH2:20][CH2:19]3)=[CH:14][CH:13]=2)[CH:9]=[C:8]2[C:3]=1[CH:4]=[CH:5][CH:6]=[N:7]2.C[O-].[Na+].CN1CC[CH2:30][C:29]1=[O:33], predict the reaction product. The product is: [CH2:29]([O:33][C:2]1[N:11]=[C:10]([C:12]2[CH:17]=[CH:16][C:15]([N:18]3[CH2:23][CH2:22][O:21][CH2:20][CH2:19]3)=[CH:14][CH:13]=2)[CH:9]=[C:8]2[C:3]=1[CH:4]=[CH:5][CH:6]=[N:7]2)[CH3:30]. (3) Given the reactants [Al+3].[Cl-].[Cl-].[Cl-].[Br:5][C:6]1[CH:7]=[CH:8][C:9]([CH3:18])=[C:10]([CH2:12][CH:13]([CH3:17])[C:14](Cl)=[O:15])[CH:11]=1, predict the reaction product. The product is: [CH3:17][CH:13]1[CH2:12][C:10]2[C:11](=[C:6]([Br:5])[CH:7]=[CH:8][C:9]=2[CH3:18])[C:14]1=[O:15]. (4) Given the reactants [H-].[H-].[H-].[H-].[Li+].[Al+3].[Cl:7][C:8]1[CH:9]=[C:10]([C:20]([C:23]2[CH:28]=[CH:27][CH:26]=[C:25]([Cl:29])[CH:24]=2)=[N:21]O)[CH:11]=[CH:12][C:13]=1[CH2:14][N:15]1[CH2:19][CH2:18][CH2:17][CH2:16]1, predict the reaction product. The product is: [Cl:29][C:25]1[CH:24]=[C:23]([CH:20]([NH2:21])[C:10]2[CH:11]=[CH:12][C:13]([CH2:14][N:15]3[CH2:19][CH2:18][CH2:17][CH2:16]3)=[C:8]([Cl:7])[CH:9]=2)[CH:28]=[CH:27][CH:26]=1. (5) Given the reactants [C:1]([O:4][C:5]1([CH2:11][CH3:12])[CH2:10][CH2:9][CH2:8][CH2:7][CH2:6]1)(=[O:3])[CH3:2].[CH:13]12[CH2:19][CH:16]([CH:17]=[CH:18]1)[CH2:15][CH:14]2[CH2:20][C:21](=[O:23])[CH3:22], predict the reaction product. The product is: [OH:23][C:21]([CH3:22])([CH2:20][CH:14]1[CH2:15][CH:16]2[CH2:19][CH:13]1[CH:18]=[CH:17]2)[CH2:2][C:1]([O:4][C:5]1([CH2:11][CH3:12])[CH2:10][CH2:9][CH2:8][CH2:7][CH2:6]1)=[O:3]. (6) The product is: [CH3:1][O:2][C:3](=[O:20])[C@@H:4]([NH:5][C:6]([O:8][CH2:9][C:10]1[CH:11]=[CH:12][CH:13]=[CH:14][CH:15]=1)=[O:7])[CH2:16][C:17](=[O:19])[CH2:34][C:33]([O:39][C:40]([CH3:43])([CH3:42])[CH3:41])=[O:38]. Given the reactants [CH3:1][O:2][C:3](=[O:20])[C@H:4]([CH2:16][C:17]([OH:19])=O)[NH:5][C:6]([O:8][CH2:9][C:10]1[CH:15]=[CH:14][CH:13]=[CH:12][CH:11]=1)=[O:7].C(C1NC=CN=1)(C1NC=CN=1)=O.[C:33]([O:39][C:40]([CH3:43])([CH3:42])[CH3:41])(=[O:38])[CH2:34]C([O-])=O, predict the reaction product. (7) Given the reactants [NH2:1][C:2]1[CH:3]=[C:4]([OH:9])[CH:5]=[CH:6][C:7]=1[F:8].CC(C)([O-])C.[K+].Cl[C:17]1[CH:22]=[CH:21][N:20]=[C:19]([S:23][CH3:24])[N:18]=1, predict the reaction product. The product is: [F:8][C:7]1[CH:6]=[CH:5][C:4]([O:9][C:17]2[CH:22]=[CH:21][N:20]=[C:19]([S:23][CH3:24])[N:18]=2)=[CH:3][C:2]=1[NH2:1].